From a dataset of Catalyst prediction with 721,799 reactions and 888 catalyst types from USPTO. Predict which catalyst facilitates the given reaction. (1) Reactant: [CH3:1][C:2]1([C:7]([OH:9])=O)[CH2:6][CH2:5][CH2:4][CH2:3]1.[CH:10]1[N:14]=[CH:13][N:12](C([N:12]2[CH:13]=[N:14][CH:10]=[CH:11]2)=O)[CH:11]=1. Product: [N:12]1([C:7]([C:2]2([CH3:1])[CH2:3][CH2:4][CH2:5][CH2:6]2)=[O:9])[CH:11]=[CH:10][N:14]=[CH:13]1. The catalyst class is: 2. (2) Reactant: [O:1]1[CH:5]=[CH:4][CH:3]=[C:2]1[C:6]([C:12]1[O:13][CH:14]=[CH:15][CH:16]=1)([OH:11])[C:7]([O:9][CH3:10])=[O:8].[C@@:17]12(O)[N:24](C)[C@@H:21]([CH2:22][CH2:23]1)[CH2:20][CH:19]=[CH:18]2.[Na]. Product: [O:1]1[CH:5]=[CH:4][CH:3]=[C:2]1[C:6]([C:12]1[O:13][CH:14]=[CH:15][CH:16]=1)([OH:11])[C:7]([O:9][C@@:10]12[N:24]([CH3:17])[C@@H:21]([CH2:22][CH2:23]1)[CH2:20][CH:19]=[CH:18]2)=[O:8]. The catalyst class is: 10. (3) Reactant: C([O:8][C@@H:9]1[C@:13]([CH2:16][O:17]CC2C=CC=CC=2)([CH:14]=[CH2:15])[O:12][C@@H:11]([N:25]2[CH:30]=[CH:29][C:28](=[O:31])[NH:27][C:26]2=[O:32])[C@@H:10]1[OH:33])C1C=CC=CC=1.B(Cl)(Cl)Cl. Product: [OH:33][C@@H:10]1[C@H:9]([OH:8])[C@:13]([CH2:16][OH:17])([CH:14]=[CH2:15])[O:12][C@H:11]1[N:25]1[CH:30]=[CH:29][C:28](=[O:31])[NH:27][C:26]1=[O:32]. The catalyst class is: 4. (4) Reactant: C(Cl)CCl.[Br:5][C:6]1[CH:7]=[C:8]([NH2:13])[CH:9]=[N:10][C:11]=1[CH3:12].[C:14]([C:16]([C:19]1[CH:20]=[C:21]([CH:25]=[CH:26][N:27]=1)[C:22](O)=[O:23])([CH3:18])[CH3:17])#[N:15].C1C=NC2N(O)N=NC=2C=1. Product: [Br:5][C:6]1[CH:7]=[C:8]([NH:13][C:22](=[O:23])[C:21]2[CH:25]=[CH:26][N:27]=[C:19]([C:16]([C:14]#[N:15])([CH3:17])[CH3:18])[CH:20]=2)[CH:9]=[N:10][C:11]=1[CH3:12]. The catalyst class is: 18. (5) Reactant: [CH2:1]([O:5][C:6]1[CH:7]=[C:8]([CH2:12][C@H:13]([NH:26]C(=O)OC(C)(C)C)[C:14]([N:16]([C:18]2[CH:23]=[CH:22][C:21]([O:24][CH3:25])=[CH:20][CH:19]=2)[CH3:17])=[O:15])[CH:9]=[CH:10][CH:11]=1)[CH2:2][CH:3]=[CH2:4].[C:34]([OH:40])([C:36]([F:39])([F:38])[F:37])=[O:35]. Product: [C:34]([OH:40])([C:36]([F:39])([F:38])[F:37])=[O:35].[NH2:26][C@@H:13]([CH2:12][C:8]1[CH:9]=[CH:10][CH:11]=[C:6]([O:5][CH2:1][CH2:2][CH:3]=[CH2:4])[CH:7]=1)[C:14]([N:16]([C:18]1[CH:19]=[CH:20][C:21]([O:24][CH3:25])=[CH:22][CH:23]=1)[CH3:17])=[O:15]. The catalyst class is: 2. (6) Product: [Cl:1][C:2]1[CH:7]=[CH:6][CH:5]=[CH:4][C:3]=1[C:8]([NH:10][C@H:11]([C:32]([OH:34])=[O:33])[CH2:12][C:13]1[CH:18]=[CH:17][C:16]([CH2:19][CH2:20][CH2:21][C:22]2[CH:31]=[CH:30][C:29]3[CH2:28][CH2:27][CH2:26][NH:25][C:24]=3[N:23]=2)=[CH:15][CH:14]=1)=[O:9]. The catalyst class is: 3. Reactant: [Cl:1][C:2]1[CH:7]=[CH:6][CH:5]=[CH:4][C:3]=1[C:8]([NH:10][C@H:11]([C:32]([O:34]C)=[O:33])[CH2:12][C:13]1[CH:18]=[CH:17][C:16]([CH2:19][CH2:20][CH2:21][C:22]2[CH:31]=[CH:30][C:29]3[CH2:28][CH2:27][CH2:26][NH:25][C:24]=3[N:23]=2)=[CH:15][CH:14]=1)=[O:9].[Li+].[OH-].